Dataset: Forward reaction prediction with 1.9M reactions from USPTO patents (1976-2016). Task: Predict the product of the given reaction. Given the reactants [C:1]([O:4][C@H:5]1[C@H:10]([O:11][C:12](=[O:14])[CH3:13])[C@@H:9]([O:15][C:16](=[O:18])[CH3:17])[C@H:8]([C:19]2[CH:24]=[C:23]([CH2:25][C:26]3[CH:31]=[CH:30][C:29]([CH2:32][CH3:33])=[CH:28][CH:27]=3)[C:22]([CH3:34])=[C:21](Br)[CH:20]=2)[O:7][C@@H:6]1[CH2:36][O:37][C:38](=[O:40])[CH3:39])(=[O:3])[CH3:2].[CH3:41][O:42][C:43]1[CH:48]=[CH:47][C:46](B(O)O)=[CH:45][CH:44]=1.F[B-](F)(F)F.C1([PH+](C2CCCCC2)C2CCCCC2)CCCCC1.[O-]P([O-])([O-])=O.[K+].[K+].[K+], predict the reaction product. The product is: [C:1]([O:4][C@H:5]1[C@H:10]([O:11][C:12](=[O:14])[CH3:13])[C@@H:9]([O:15][C:16](=[O:18])[CH3:17])[C@H:8]([C:19]2[CH:20]=[C:21]([C:46]3[CH:47]=[CH:48][C:43]([O:42][CH3:41])=[CH:44][CH:45]=3)[C:22]([CH3:34])=[C:23]([CH2:25][C:26]3[CH:31]=[CH:30][C:29]([CH2:32][CH3:33])=[CH:28][CH:27]=3)[CH:24]=2)[O:7][C@@H:6]1[CH2:36][O:37][C:38](=[O:40])[CH3:39])(=[O:3])[CH3:2].